Regression. Given two drug SMILES strings and cell line genomic features, predict the synergy score measuring deviation from expected non-interaction effect. From a dataset of NCI-60 drug combinations with 297,098 pairs across 59 cell lines. Drug 1: CC1OCC2C(O1)C(C(C(O2)OC3C4COC(=O)C4C(C5=CC6=C(C=C35)OCO6)C7=CC(=C(C(=C7)OC)O)OC)O)O. Drug 2: C(=O)(N)NO. Cell line: SN12C. Synergy scores: CSS=25.6, Synergy_ZIP=-9.55, Synergy_Bliss=-1.43, Synergy_Loewe=-55.8, Synergy_HSA=-1.59.